From a dataset of Full USPTO retrosynthesis dataset with 1.9M reactions from patents (1976-2016). Predict the reactants needed to synthesize the given product. (1) Given the product [F:25][C:3]([F:2])([F:24])[C:4]1[CH:23]=[CH:22][CH:21]=[CH:20][C:5]=1[CH:6]([O:15][CH:16]1[CH2:19][N:18]([C:31]([NH:30][C:26]([CH3:29])([CH3:28])[CH3:27])=[O:32])[CH2:17]1)[C:7]1[CH:12]=[CH:11][C:10]([Br:13])=[CH:9][C:8]=1[F:14], predict the reactants needed to synthesize it. The reactants are: Cl.[F:2][C:3]([F:25])([F:24])[C:4]1[CH:23]=[CH:22][CH:21]=[CH:20][C:5]=1[CH:6]([O:15][CH:16]1[CH2:19][NH:18][CH2:17]1)[C:7]1[CH:12]=[CH:11][C:10]([Br:13])=[CH:9][C:8]=1[F:14].[C:26]([N:30]=[C:31]=[O:32])([CH3:29])([CH3:28])[CH3:27].ClC1C=C(Cl)C=CC=1C(OC1CN(C(NC(C)(C)C)=O)C1)C1C=CC(Cl)=CC=1. (2) Given the product [CH:32]1([N:21]2[C:20]3[N:19]=[C:18]([NH:1][C:2]4[CH:3]=[CH:4][C:5]([C:13]([O:15][CH3:16])=[O:14])=[C:6]5[C:10]=4[O:9][C:8]([CH3:12])([CH3:11])[CH2:7]5)[N:27]=[CH:26][C:25]=3[N:24]([CH3:28])[C:23](=[O:29])[C@H:22]2[CH2:30][CH3:31])[CH2:33][CH2:34][CH2:35][CH2:36]1, predict the reactants needed to synthesize it. The reactants are: [NH2:1][C:2]1[CH:3]=[CH:4][C:5]([C:13]([O:15][CH3:16])=[O:14])=[C:6]2[C:10]=1[O:9][C:8]([CH3:12])([CH3:11])[CH2:7]2.Cl[C:18]1[N:27]=[CH:26][C:25]2[N:24]([CH3:28])[C:23](=[O:29])[C@@H:22]([CH2:30][CH3:31])[N:21]([CH:32]3[CH2:36][CH2:35][CH2:34][CH2:33]3)[C:20]=2[N:19]=1.C1(C)C=CC(S(O)(=O)=O)=CC=1.C(=O)(O)[O-].[Na+]. (3) Given the product [CH3:35][N:32]([C:30]([C:16]1[C:17]([O:19][CH2:20][C:21]2[CH:26]=[CH:25][CH:24]=[CH:23][CH:22]=2)=[CH:18][C:9]([O:8][CH2:1][C:2]2[CH:7]=[CH:6][CH:5]=[CH:4][CH:3]=2)=[C:10]([CH:15]=1)[C:11]([O:13][CH3:14])=[O:12])=[O:29])[CH2:33][CH2:34][CH2:41][CH3:42], predict the reactants needed to synthesize it. The reactants are: [CH2:1]([O:8][C:9]1[CH:18]=[C:17]([O:19][CH2:20][C:21]2[CH:26]=[CH:25][CH:24]=[CH:23][CH:22]=2)[C:16](Br)=[CH:15][C:10]=1[C:11]([O:13][CH3:14])=[O:12])[C:2]1[CH:7]=[CH:6][CH:5]=[CH:4][CH:3]=1.[C]=[O:29].[CH2:30]([N:32]([CH2:35]C)[CH2:33][CH3:34])C.CNCC[CH2:41][CH3:42]. (4) Given the product [Cl:1][C:2]1[C:7]2[N:8]([CH2:18][CH2:19][CH3:20])[C:9]([C:11]3[CH:12]=[N:13][C:14]([NH:29][C:26]4[CH:27]=[CH:28][C:23]([O:22][CH3:21])=[CH:24][CH:25]=4)=[N:15][CH:16]=3)=[N:10][C:6]=2[CH:5]=[CH:4][CH:3]=1, predict the reactants needed to synthesize it. The reactants are: [Cl:1][C:2]1[C:7]2[N:8]([CH2:18][CH2:19][CH3:20])[C:9]([C:11]3[CH:12]=[N:13][C:14](Cl)=[N:15][CH:16]=3)=[N:10][C:6]=2[CH:5]=[CH:4][CH:3]=1.[CH3:21][O:22][C:23]1[CH:28]=[CH:27][C:26]([NH2:29])=[CH:25][CH:24]=1.